From a dataset of Forward reaction prediction with 1.9M reactions from USPTO patents (1976-2016). Predict the product of the given reaction. (1) Given the reactants [CH3:1][O:2][CH2:3][C:4]([NH:6][C:7]1[CH:12]=[C:11]([CH2:13][O:14][C:15]2[CH:16]=[CH:17][C:18]([N+:25]([O-])=O)=[C:19]3[C:24]=2[N:23]=[CH:22][CH:21]=[CH:20]3)[CH:10]=[CH:9][N:8]=1)=[O:5], predict the reaction product. The product is: [NH2:25][C:18]1[CH:17]=[CH:16][C:15]([O:14][CH2:13][C:11]2[CH:10]=[CH:9][N:8]=[C:7]([NH:6][C:4](=[O:5])[CH2:3][O:2][CH3:1])[CH:12]=2)=[C:24]2[C:19]=1[CH:20]=[CH:21][CH:22]=[N:23]2. (2) Given the reactants C(O)=O.C(N(CC)CC)C.ClCCl.[CH3:14][C:15]1[CH:23]=[CH:22][CH:21]=[C:20]2[C:16]=1[CH2:17][CH2:18][C:19]2=[O:24], predict the reaction product. The product is: [CH3:14][C:15]1[CH:23]=[CH:22][CH:21]=[C:20]2[C:16]=1[CH2:17][CH2:18][C@@H:19]2[OH:24]. (3) Given the reactants [CH3:1][C:2]1[CH:3]=[C:4]([CH:8]=[CH:9][C:10]=1[N+:11]([O-:13])=[O:12])[C:5](O)=O.C(C1NC=CN=1)(C1NC=CN=1)=O.[CH2:26]([NH:28][NH:29][C:30](=[NH:37])[C:31]1[CH:36]=[CH:35][CH:34]=[N:33][CH:32]=1)[CH3:27].N1C=CC=CC=1, predict the reaction product. The product is: [CH2:26]([N:28]1[C:5]([C:4]2[CH:8]=[CH:9][C:10]([N+:11]([O-:13])=[O:12])=[C:2]([CH3:1])[CH:3]=2)=[N:37][C:30]([C:31]2[CH:32]=[N:33][CH:34]=[CH:35][CH:36]=2)=[N:29]1)[CH3:27]. (4) Given the reactants Br[C:2]1[CH:3]=[CH:4][C:5]2[NH:11][C:10](=[O:12])[CH2:9][O:8][C:7]([CH3:14])([CH3:13])[C:6]=2[CH:15]=1.Br[C:17]1[CH:18]=[C:19]([C:22]#[N:23])[O:20][CH:21]=1, predict the reaction product. The product is: [CH3:13][C:7]1([CH3:14])[C:6]2[CH:15]=[C:2]([C:17]3[CH:18]=[C:19]([C:22]#[N:23])[O:20][CH:21]=3)[CH:3]=[CH:4][C:5]=2[NH:11][C:10](=[O:12])[CH2:9][O:8]1.